This data is from Catalyst prediction with 721,799 reactions and 888 catalyst types from USPTO. The task is: Predict which catalyst facilitates the given reaction. (1) Reactant: [CH:1]1[C:13]2[CH2:12][C:11]3[C:6](=[CH:7][CH:8]=[CH:9][CH:10]=3)[C:5]=2[CH:4]=[CH:3][C:2]=1[N:14]1[C:21](=O)[CH:20]2[NH:23][C:24](=O)[CH:15]1[CH2:16][CH:17]=[CH:18][CH2:19]2.CC(C[Al]CC(C)C)C. Product: [CH:1]1[C:13]2[CH2:12][C:11]3[C:6](=[CH:7][CH:8]=[CH:9][CH:10]=3)[C:5]=2[CH:4]=[CH:3][C:2]=1[N:14]1[CH2:21][CH:20]2[NH:23][CH2:24][CH:15]1[CH2:16][CH:17]=[CH:18][CH2:19]2. The catalyst class is: 165. (2) Reactant: [Cl:1][C:2]1[O:6][C:5]([C:7]([OH:9])=O)=[CH:4][C:3]=1[C:10]1[N:14]([CH3:15])[N:13]=[CH:12][C:11]=1[Cl:16].[NH2:17][C@@H:18]([CH2:31][C:32]1[CH:37]=[CH:36][CH:35]=[CH:34][C:33]=1[C:38]([F:41])([F:40])[F:39])[CH2:19][N:20]1[C:28](=[O:29])[C:27]2[C:22](=[CH:23][CH:24]=[CH:25][CH:26]=2)[C:21]1=[O:30].CCN(C(C)C)C(C)C.F[P-](F)(F)(F)(F)F.Br[P+](N1CCCC1)(N1CCCC1)N1CCCC1. Product: [Cl:1][C:2]1[O:6][C:5]([C:7]([NH:17][C@@H:18]([CH2:31][C:32]2[CH:37]=[CH:36][CH:35]=[CH:34][C:33]=2[C:38]([F:41])([F:39])[F:40])[CH2:19][N:20]2[C:28](=[O:29])[C:27]3[C:22](=[CH:23][CH:24]=[CH:25][CH:26]=3)[C:21]2=[O:30])=[O:9])=[CH:4][C:3]=1[C:10]1[N:14]([CH3:15])[N:13]=[CH:12][C:11]=1[Cl:16]. The catalyst class is: 4. (3) Reactant: [NH2:1][C@@H:2]1[CH2:11][C@@H:10]2[C@:5]([CH3:14])([CH2:6][CH2:7][CH2:8][C:9]2([CH3:13])[CH3:12])[C@@H:4]([C:15]([C:17]2[CH:18]=[C:19]([OH:24])[CH:20]=[C:21]([CH3:23])[CH:22]=2)=[O:16])[C@@H:3]1[CH3:25].CCN(CC)CC.[CH3:33][S:34](Cl)(=[O:36])=[O:35]. The catalyst class is: 2. Product: [CH3:33][S:34]([O:24][C:19]1[CH:20]=[C:21]([CH3:23])[CH:22]=[C:17]([C:15]([C@@H:4]2[C@:5]3([CH3:14])[C@H:10]([C:9]([CH3:12])([CH3:13])[CH2:8][CH2:7][CH2:6]3)[CH2:11][C@@H:2]([NH:1][S:34]([CH3:33])(=[O:36])=[O:35])[C@H:3]2[CH3:25])=[O:16])[CH:18]=1)(=[O:36])=[O:35].